This data is from Forward reaction prediction with 1.9M reactions from USPTO patents (1976-2016). The task is: Predict the product of the given reaction. Given the reactants [F:1][C:2]1[CH:10]=[C:9]([N+:11]([O-:13])=[O:12])[CH:8]=[CH:7][C:3]=1[C:4](O)=[O:5].C[N:15](C=O)C.C(Cl)(=O)C(Cl)=O, predict the reaction product. The product is: [F:1][C:2]1[CH:10]=[C:9]([N+:11]([O-:13])=[O:12])[CH:8]=[CH:7][C:3]=1[C:4]([NH2:15])=[O:5].